This data is from Forward reaction prediction with 1.9M reactions from USPTO patents (1976-2016). The task is: Predict the product of the given reaction. (1) The product is: [Br:1][C:2]1[CH:7]=[CH:6][N:5]=[C:4]([NH:8][C:9]2[O:10][CH:11]=[CH:12][N:13]=2)[CH:3]=1. Given the reactants [Br:1][C:2]1[CH:7]=[CH:6][N:5]=[C:4]([NH:8][C:9]2[O:10][C:11](C(O)=O)=[CH:12][N:13]=2)[CH:3]=1.C(=O)([O-])[O-].[K+].[K+].CN1C(=O)CCC1.Cl.O, predict the reaction product. (2) Given the reactants [Br:1][C:2]1[CH:7]=[CH:6][C:5]([N:8]2[CH2:12][CH2:11][C:10](=[CH2:13])[C:9]2=[O:14])=[CH:4][CH:3]=1.[CH3:15][O:16][C:17]1[CH:22]=[CH:21][CH:20]=[CH:19][C:18]=1[N:23]1[CH2:28][CH2:27][NH:26][CH2:25][CH2:24]1.COCCOC, predict the reaction product. The product is: [Br:1][C:2]1[CH:7]=[CH:6][C:5]([N:8]2[CH2:12][CH2:11][CH:10]([CH2:13][N:26]3[CH2:25][CH2:24][N:23]([C:18]4[CH:19]=[CH:20][CH:21]=[CH:22][C:17]=4[O:16][CH3:15])[CH2:28][CH2:27]3)[C:9]2=[O:14])=[CH:4][CH:3]=1. (3) Given the reactants [CH3:1][O:2][C:3]1[CH:4]=[C:5]2[C:9](=[C:10]([CH3:12])[CH:11]=1)[NH:8][CH:7]=[CH:6]2.[OH-].[K+].[CH3:15][N:16]1[CH2:21][CH2:20][C:19](=O)[CH2:18][CH2:17]1, predict the reaction product. The product is: [CH3:1][O:2][C:3]1[CH:4]=[C:5]2[C:9](=[C:10]([CH3:12])[CH:11]=1)[NH:8][CH:7]=[C:6]2[C:19]1[CH2:20][CH2:21][N:16]([CH3:15])[CH2:17][CH:18]=1. (4) Given the reactants [CH3:1][S:2]([O:5][CH2:6][CH2:7][N:8]([CH2:36][CH2:37][Br:38])[C:9]1[CH:14]=[CH:13][C:12]([N+:15]([O-:17])=[O:16])=[CH:11][C:10]=1[C:18](=[O:35])[NH:19][CH2:20][CH2:21][O:22][P:23]([O:30]C(C)(C)C)([O:25]C(C)(C)C)=[O:24])(=[O:4])=[O:3].C(O)(C(F)(F)F)=O, predict the reaction product. The product is: [CH3:1][S:2]([O:5][CH2:6][CH2:7][N:8]([CH2:36][CH2:37][Br:38])[C:9]1[CH:14]=[CH:13][C:12]([N+:15]([O-:17])=[O:16])=[CH:11][C:10]=1[C:18](=[O:35])[NH:19][CH2:20][CH2:21][O:22][P:23]([OH:25])([OH:30])=[O:24])(=[O:4])=[O:3]. (5) Given the reactants [Cl:1][C:2]1[CH:3]=[C:4]2[C:9](=[CH:10][C:11]=1F)C(OS(C(F)(F)F)(=O)=O)=C(C(=O)C([O-])=O)C(C)=C2.C([O:31][CH:32]([C:38]1[C:47]([CH3:48])=[CH:46][C:45]2[C:40](=[CH:41][C:42]([Cl:49])=[CH:43][CH:44]=2)[C:39]=1OS(C(F)(F)F)(=O)=O)[C:33]([O:35][CH2:36][CH3:37])=[O:34])(C)(C)C, predict the reaction product. The product is: [Cl:49][C:42]1[CH:41]=[C:40]2[C:45]([CH:46]=[C:47]([CH3:48])[C:38]([C:32](=[O:31])[C:33]([O:35][CH2:36][CH3:37])=[O:34])=[C:39]2[C:9]2[CH:4]=[CH:3][C:2]([Cl:1])=[CH:11][CH:10]=2)=[CH:44][CH:43]=1. (6) The product is: [CH2:9]([O:16][C:17]1[C:18]([F:28])=[C:19]([F:27])[C:20]([NH:4][C:3]2[CH:5]=[CH:6][CH:7]=[CH:8][C:2]=2[Cl:1])=[C:21]([CH:25]=1)[C:22]([OH:24])=[O:23])[C:10]1[CH:11]=[CH:12][CH:13]=[CH:14][CH:15]=1. Given the reactants [Cl:1][C:2]1[CH:8]=[CH:7][CH:6]=[CH:5][C:3]=1[NH2:4].[CH2:9]([O:16][C:17]1[C:18]([F:28])=[C:19]([F:27])[C:20](F)=[C:21]([CH:25]=1)[C:22]([OH:24])=[O:23])[C:10]1[CH:15]=[CH:14][CH:13]=[CH:12][CH:11]=1.[Li+].C[Si]([N-][Si](C)(C)C)(C)C, predict the reaction product.